This data is from HIV replication inhibition screening data with 41,000+ compounds from the AIDS Antiviral Screen. The task is: Binary Classification. Given a drug SMILES string, predict its activity (active/inactive) in a high-throughput screening assay against a specified biological target. (1) The compound is NC(=O)C1CCCN1C(=O)C(Cc1c[nH]cn1)NC(=O)C1CCCC1. The result is 0 (inactive). (2) The molecule is CC1(C)CC(C=Cc2coc3ccc(Cl)cc3c2=O)=C(C#N)C(=O)O1. The result is 0 (inactive). (3) The compound is [N-]=[N+]=Nc1c(Cc2ccccc2)c(Cl)nc2ccccc12. The result is 0 (inactive). (4) The compound is CC12N=NNC1C(=O)NC2=O. The result is 0 (inactive). (5) The compound is COc1ccc(OC)c(CCCC(=O)O)c1. The result is 0 (inactive). (6) The drug is COC(=O)C12CC3CC(C1)CC(C(=O)OC)(C3)C2. The result is 0 (inactive). (7) The compound is CC(CN1C(=O)c2ccccc2C1=O)=NNS(C)(=O)=O. The result is 0 (inactive).